This data is from Peptide-MHC class II binding affinity with 134,281 pairs from IEDB. The task is: Regression. Given a peptide amino acid sequence and an MHC pseudo amino acid sequence, predict their binding affinity value. This is MHC class II binding data. (1) The peptide sequence is YDKFLANASTVLTGK. The MHC is DRB1_0401 with pseudo-sequence DRB1_0401. The binding affinity (normalized) is 0.763. (2) The peptide sequence is DRDFIEGVHGGTWVS. The MHC is HLA-DQA10102-DQB10501 with pseudo-sequence HLA-DQA10102-DQB10501. The binding affinity (normalized) is 0. (3) The peptide sequence is EAMEKELREAFRLYD. The MHC is DRB1_0901 with pseudo-sequence DRB1_0901. The binding affinity (normalized) is 0.246. (4) The peptide sequence is LWQLNGRLEYCLKDR. The MHC is DRB1_0401 with pseudo-sequence DRB1_0401. The binding affinity (normalized) is 0.370. (5) The peptide sequence is SLDISLETVAIDRPA. The MHC is HLA-DQA10201-DQB10301 with pseudo-sequence HLA-DQA10201-DQB10301. The binding affinity (normalized) is 0.322.